This data is from Reaction yield outcomes from USPTO patents with 853,638 reactions. The task is: Predict the reaction yield, written as a fraction of the theoretical maximum amount of product (1.0 means a 100% yield; for example, 0.34 means a 34% yield). (1) The reactants are ClC(OCC(C)C)=O.[C:9]([O:13][C:14]([NH:16][C@@H:17]1[CH2:22][CH2:21][CH2:20][CH2:19][C@H:18]1[C:23]([OH:25])=O)=[O:15])([CH3:12])([CH3:11])[CH3:10].C[N:27]1CCOCC1. The catalyst is C(COC)OC. The product is [C:23]([C@@H:18]1[CH2:19][CH2:20][CH2:21][CH2:22][C@H:17]1[NH:16][C:14](=[O:15])[O:13][C:9]([CH3:12])([CH3:11])[CH3:10])(=[O:25])[NH2:27]. The yield is 0.650. (2) The reactants are [CH3:1][O:2][C:3]1[CH:12]=[CH:11][C:10]2[C:5](=[CH:6][CH:7]=[C:8]([C:13]3[CH:18]=[CH:17][CH:16]=[C:15]([N+:19]([O-])=O)[CH:14]=3)[CH:9]=2)[CH:4]=1. The catalyst is C1COCC1.[Pd]. The product is [CH3:1][O:2][C:3]1[CH:4]=[C:5]2[C:10](=[CH:11][CH:12]=1)[CH:9]=[C:8]([C:13]1[CH:14]=[C:15]([NH2:19])[CH:16]=[CH:17][CH:18]=1)[CH:7]=[CH:6]2. The yield is 0.200.